The task is: Predict the product of the given reaction.. This data is from Forward reaction prediction with 1.9M reactions from USPTO patents (1976-2016). (1) Given the reactants [CH2:1]([O:3][C:4](=[O:18])[C:5]1[CH:10]=[CH:9][CH:8]=[C:7]([CH:11]2[CH2:16][CH2:15][CH2:14][C:13](=O)[CH2:12]2)[CH:6]=1)[CH3:2].[C:19]1([C@H:29]([NH2:31])[CH3:30])[C:28]2[C:23](=[CH:24][CH:25]=[CH:26][CH:27]=2)[CH:22]=[CH:21][CH:20]=1, predict the reaction product. The product is: [CH2:1]([O:3][C:4](=[O:18])[C:5]1[CH:10]=[CH:9][CH:8]=[C:7]([CH:11]2[CH2:16][CH2:15][CH2:14][CH:13]([NH:31][C@@H:29]([C:19]3[C:28]4[C:23](=[CH:24][CH:25]=[CH:26][CH:27]=4)[CH:22]=[CH:21][CH:20]=3)[CH3:30])[CH2:12]2)[CH:6]=1)[CH3:2]. (2) Given the reactants [Li+].C[Si]([N-][Si](C)(C)C)(C)C.[Cl:11][C:12]1[CH:17]=[CH:16][N:15]=[C:14]([NH2:18])[CH:13]=1.[CH3:19][C:20]([O:23][C:24](O[C:24]([O:23][C:20]([CH3:22])([CH3:21])[CH3:19])=[O:25])=[O:25])([CH3:22])[CH3:21], predict the reaction product. The product is: [Cl:11][C:12]1[CH:17]=[CH:16][N:15]=[C:14]([NH:18][C:24](=[O:25])[O:23][C:20]([CH3:22])([CH3:21])[CH3:19])[CH:13]=1. (3) The product is: [Cl:1][C:2]1[CH:7]=[C:6]([Cl:8])[CH:5]=[CH:4][C:3]=1[C:9]1[C:28](=[O:29])[N:27]([CH3:30])[C:12]2[N:13]([CH3:26])[C:14]3[C:19]([C:11]=2[CH:10]=1)=[CH:18][C:17]([C:20]1[C:24]([CH3:25])=[CH:23][N:22]([C:31](=[O:36])[C:32]([CH3:35])([CH3:34])[CH3:33])[N:21]=1)=[CH:16][CH:15]=3. Given the reactants [Cl:1][C:2]1[CH:7]=[C:6]([Cl:8])[CH:5]=[CH:4][C:3]=1[C:9]1[C:28](=[O:29])[N:27]([CH3:30])[C:12]2[N:13]([CH3:26])[C:14]3[C:19]([C:11]=2[CH:10]=1)=[CH:18][C:17]([C:20]1[C:24]([CH3:25])=[CH:23][NH:22][N:21]=1)=[CH:16][CH:15]=3.[C:31](Cl)(=[O:36])[C:32]([CH3:35])([CH3:34])[CH3:33].O, predict the reaction product. (4) Given the reactants [NH:1]1[C:6]2[CH:7]=[CH:8][CH:9]=[CH:10][C:5]=2[C:4](=[O:11])OC1=O.[F:13][C:14]([F:23])([F:22])[C:15]1[CH:21]=[CH:20][C:18]([NH2:19])=[CH:17][CH:16]=1, predict the reaction product. The product is: [NH2:1][C:6]1[CH:7]=[CH:8][CH:9]=[CH:10][C:5]=1[C:4]([NH:19][C:18]1[CH:20]=[CH:21][C:15]([C:14]([F:13])([F:22])[F:23])=[CH:16][CH:17]=1)=[O:11]. (5) Given the reactants [CH3:1][C:2](=[CH2:12])[CH2:3][O:4][CH2:5][C:6]1[CH:11]=[CH:10][CH:9]=[CH:8][CH:7]=1.C1C=C(Cl)C=C(C(OO)=[O:21])C=1, predict the reaction product. The product is: [CH2:5]([O:4][CH2:3][C:2]1([CH3:1])[CH2:12][O:21]1)[C:6]1[CH:11]=[CH:10][CH:9]=[CH:8][CH:7]=1. (6) Given the reactants Br[C:2]1[CH:20]=[CH:19][C:5]([O:6][C@@H:7]2[CH2:11][CH2:10][CH2:9][C@@H:8]2[NH:12][S:13]([CH:16]([CH3:18])[CH3:17])(=[O:15])=[O:14])=[CH:4][CH:3]=1.[C:21]([C:23]1[S:27][C:26](B(O)O)=[CH:25][CH:24]=1)#[N:22].C1(P(C2CCCCC2)C2C=CC=CC=2C2C(C(C)C)=CC(C(C)C)=CC=2C(C)C)CCCCC1.[F-].[K+], predict the reaction product. The product is: [C:21]([C:23]1[S:27][C:26]([C:2]2[CH:20]=[CH:19][C:5]([O:6][C@@H:7]3[CH2:11][CH2:10][CH2:9][C@@H:8]3[NH:12][S:13]([CH:16]([CH3:18])[CH3:17])(=[O:15])=[O:14])=[CH:4][CH:3]=2)=[CH:25][CH:24]=1)#[N:22]. (7) The product is: [OH:8][C@H:4]1[CH2:5][CH2:6][CH2:7][C@@H:2]([NH:1][C:14](=[O:15])[O:13][C:9]([CH3:12])([CH3:11])[CH3:10])[CH2:3]1. Given the reactants [NH2:1][C@@H:2]1[CH2:7][CH2:6][CH2:5][C@H:4]([OH:8])[CH2:3]1.[C:9]([O:13][C:14](O[C:14]([O:13][C:9]([CH3:12])([CH3:11])[CH3:10])=[O:15])=[O:15])([CH3:12])([CH3:11])[CH3:10].[Cl-].[Na+], predict the reaction product. (8) The product is: [C:1]([NH:4][CH2:5][CH2:6][CH2:7][S:8]([O:11][CH2:12][C:13]([CH3:18])([CH3:17])[CH2:14][C:15]([OH:21])=[O:16])(=[O:10])=[O:9])(=[O:3])[CH3:2]. Given the reactants [C:1]([NH:4][CH2:5][CH2:6][CH2:7][S:8]([O:11][CH2:12][C:13]([CH3:18])([CH3:17])[CH2:14][CH:15]=[O:16])(=[O:10])=[O:9])(=[O:3])[CH3:2].CC(C)=[O:21], predict the reaction product.